Dataset: Full USPTO retrosynthesis dataset with 1.9M reactions from patents (1976-2016). Task: Predict the reactants needed to synthesize the given product. (1) Given the product [NH:1]1[C:4]2[C:5]([C:6]([O:8][CH3:9])=[O:7])=[CH:10][CH:11]=[C:12]([C:14]([O:16][C:17]([CH3:20])([CH3:19])[CH3:18])=[O:15])[C:13]=2[CH:22]=[CH:21]1, predict the reactants needed to synthesize it. The reactants are: [N+:1]([C:4]1[CH:13]=[C:12]([C:14]([O:16][C:17]([CH3:20])([CH3:19])[CH3:18])=[O:15])[CH:11]=[CH:10][C:5]=1[C:6]([O:8][CH3:9])=[O:7])([O-])=O.[CH:21]([Mg]Br)=[CH2:22]. (2) Given the product [C:16]([C:14]1[S:13]/[C:12](=[N:20]\[C:21]([C:23]2[CH:28]=[C:27]([C:37]#[N:34])[CH:26]=[CH:25][C:24]=2[O:30][CH3:31])=[N:41][C:40]#[N:39])/[N:11]([CH2:10][CH2:5][CH3:9])[CH:15]=1)([CH3:19])([CH3:17])[CH3:18], predict the reactants needed to synthesize it. The reactants are: C(O[C:5]1([CH2:10][N:11]2[CH:15]=[C:14]([C:16]([CH3:19])([CH3:18])[CH3:17])[S:13]/[C:12]/2=[N:20]\[C:21]([C:23]2[CH:28]=[C:27](Cl)[CH:26]=[CH:25][C:24]=2[O:30][CH3:31])=S)[CH2:9]CCC1)(=O)C.C([N:34]([CH2:37]C)CC)C.[N:39]#[C:40][NH2:41].